This data is from Catalyst prediction with 721,799 reactions and 888 catalyst types from USPTO. The task is: Predict which catalyst facilitates the given reaction. (1) Product: [Cl:1][C:2]1[C:3]([C:18]2[N:19]=[C:44]([C:23]3[N:24]=[C:25]4[C:37]([C:38]#[N:40])=[CH:36][C:28]([CH3:29])=[CH:27][N:26]4[CH:22]=3)[O:21][N:20]=2)=[CH:4][C:5]([F:17])=[C:6]([CH2:8][CH2:9][C:10]([O:12][C:13]([CH3:16])([CH3:15])[CH3:14])=[O:11])[CH:7]=1. Reactant: [Cl:1][C:2]1[C:3]([C:18](=[N:20][OH:21])[NH2:19])=[CH:4][C:5]([F:17])=[C:6]([CH2:8][CH2:9][C:10]([O:12][C:13]([CH3:16])([CH3:15])[CH3:14])=[O:11])[CH:7]=1.[CH3:22][CH2:23][N:24]=[C:25]=[N:26][CH2:27][CH2:28][CH2:29]N(C)C.Cl.C1C=[CH:36][C:37]2N(O)N=[N:40][C:38]=2C=1.[CH3:44]N(C)C(=O)C. The catalyst class is: 25. (2) The catalyst class is: 37. Product: [NH2:44][C:42]1[S:43][C:26]2[C:25]([NH:1][C@H:2]3[C@H:6]([OH:7])[CH2:5][N:4]([C:8]([O:10][C:11]([CH3:14])([CH3:13])[CH3:12])=[O:9])[CH2:3]3)=[N:30][C:29]([S:31][CH2:32][C:33]3[CH:38]=[CH:37][CH:36]=[C:35]([F:39])[C:34]=3[F:40])=[N:28][C:27]=2[N:41]=1. Reactant: [NH2:1][C@H:2]1[C@H:6]([OH:7])[CH2:5][N:4]([C:8]([O:10][C:11]([CH3:14])([CH3:13])[CH3:12])=[O:9])[CH2:3]1.C(N(C(C)C)CC)(C)C.Cl[C:25]1[C:26]2[S:43][C:42]([NH2:44])=[N:41][C:27]=2[N:28]=[C:29]([S:31][CH2:32][C:33]2[CH:38]=[CH:37][CH:36]=[C:35]([F:39])[C:34]=2[F:40])[N:30]=1. (3) Reactant: [C:1]1(/[CH:7]=[CH:8]/[C:9]([NH:11][C:12]2[CH:13]=[C:14]3[C:18](=[CH:19][C:20]=2[NH:21][CH3:22])[N:17]([CH3:23])[C:16](=[O:24])[C:15]3([CH3:26])[CH3:25])=O)[CH:6]=[CH:5][CH:4]=[CH:3][CH:2]=1. Product: [CH3:22][N:21]1[C:20]2[C:12](=[CH:13][C:14]3[C:15]([CH3:26])([CH3:25])[C:16](=[O:24])[N:17]([CH3:23])[C:18]=3[CH:19]=2)[N:11]=[C:9]1/[CH:8]=[CH:7]/[C:1]1[CH:6]=[CH:5][CH:4]=[CH:3][CH:2]=1. The catalyst class is: 15. (4) Reactant: [O:1]=[S:2]1(=[O:29])[C:8]2[CH:9]=[CH:10][CH:11]=[CH:12][C:7]=2[CH2:6][N:5]([C:13]2[CH:22]=[C:21]([CH2:23][CH2:24][C:25]([NH2:27])=O)[C:20]3[C:15](=[CH:16][CH:17]=[C:18]([CH3:28])[CH:19]=3)[N:14]=2)[CH2:4][CH2:3]1.B. Product: [O:29]=[S:2]1(=[O:1])[C:8]2[CH:9]=[CH:10][CH:11]=[CH:12][C:7]=2[CH2:6][N:5]([C:13]2[CH:22]=[C:21]([CH2:23][CH2:24][CH2:25][NH2:27])[C:20]3[C:15](=[CH:16][CH:17]=[C:18]([CH3:28])[CH:19]=3)[N:14]=2)[CH2:4][CH2:3]1. The catalyst class is: 7. (5) Product: [C:1]([O:5][C:6]([CH2:8][CH:9]1[CH2:14][CH2:13][N:12]([C:15]2[C:20]([C:21]([OH:23])=[O:22])=[CH:19][N:18]=[C:17]([Cl:26])[N:16]=2)[CH2:11][CH2:10]1)=[O:7])([CH3:4])([CH3:2])[CH3:3]. The catalyst class is: 1. Reactant: [C:1]([O:5][C:6]([CH2:8][CH:9]1[CH2:14][CH2:13][N:12]([C:15]2[C:20]([C:21]([O:23]CC)=[O:22])=[CH:19][N:18]=[C:17]([Cl:26])[N:16]=2)[CH2:11][CH2:10]1)=[O:7])([CH3:4])([CH3:3])[CH3:2].[Li+].[OH-]. (6) The catalyst class is: 23. Product: [CH3:9][N:10]([CH:12]=[C:2]1[C:3](=[O:7])[CH2:4][CH2:5][CH2:6][C:1]1=[O:8])[CH3:11]. Reactant: [C:1]1(=[O:8])[CH2:6][CH2:5][CH2:4][C:3](=[O:7])[CH2:2]1.[CH3:9][N:10]([CH:12](OC)OC)[CH3:11]. (7) Reactant: [O:1]1[CH2:6][CH2:5][CH:4]([CH2:7][NH:8][C:9]([C:11]2[C:12]3[CH:20]=[CH:19][NH:18][C:13]=3[C:14](Cl)=[N:15][CH:16]=2)=[O:10])[CH2:3][CH2:2]1.[Cl:21][C:22]1[CH:23]=[C:24]([CH:26]=[CH:27][CH:28]=1)[NH2:25].CS(O)(=O)=O. Product: [O:1]1[CH2:6][CH2:5][CH:4]([CH2:7][NH:8][C:9]([C:11]2[C:12]3[CH:20]=[CH:19][NH:18][C:13]=3[C:14]([NH:25][C:24]3[CH:26]=[CH:27][CH:28]=[C:22]([Cl:21])[CH:23]=3)=[N:15][CH:16]=2)=[O:10])[CH2:3][CH2:2]1. The catalyst class is: 169. (8) Reactant: C(O)(C(F)(F)F)=O.COC1C=CC(C[O:15][C:16]2[CH:21]=[CH:20][C:19]([CH:22]([C:36]3[CH2:40][CH2:39][O:38][N:37]=3)[CH2:23][C:24]([O:26]CC3C=CC(OC)=CC=3)=[O:25])=[CH:18][CH:17]=2)=CC=1. Product: [O:38]1[CH2:39][CH2:40][C:36]([CH:22]([C:19]2[CH:18]=[CH:17][C:16]([OH:15])=[CH:21][CH:20]=2)[CH2:23][C:24]([OH:26])=[O:25])=[N:37]1. The catalyst class is: 2.